This data is from Full USPTO retrosynthesis dataset with 1.9M reactions from patents (1976-2016). The task is: Predict the reactants needed to synthesize the given product. (1) Given the product [Br:20][C:21]1[CH:22]=[CH:23][C:24]([C:27]2([C:30]3[N:13]4[CH2:14][CH2:15][S:16][C@:10]([CH2:9][O:8][Si:1]([C:4]([CH3:7])([CH3:6])[CH3:5])([CH3:3])[CH3:2])([CH3:19])[CH2:11][C:12]4=[N:33][N:32]=3)[CH2:29][CH2:28]2)=[CH:25][CH:26]=1, predict the reactants needed to synthesize it. The reactants are: [Si:1]([O:8][CH2:9][C@:10]1([CH3:19])[S:16][CH2:15][CH2:14][N:13]=[C:12](SC)[CH2:11]1)([C:4]([CH3:7])([CH3:6])[CH3:5])([CH3:3])[CH3:2].[Br:20][C:21]1[CH:26]=[CH:25][C:24]([C:27]2([C:30]([NH:32][NH2:33])=O)[CH2:29][CH2:28]2)=[CH:23][CH:22]=1. (2) Given the product [I:15][C:10]1[CH:11]=[CH:12][CH:13]=[CH:14][C:9]=1[S:6]([NH2:5])(=[O:8])=[O:7], predict the reactants needed to synthesize it. The reactants are: C([NH:5][S:6]([C:9]1[CH:14]=[CH:13][CH:12]=[CH:11][C:10]=1[I:15])(=[O:8])=[O:7])(C)(C)C. (3) The reactants are: [CH:1]([C:4]1[CH:9]=[CH:8][CH:7]=[C:6]([CH:10]([CH3:12])[CH3:11])[C:5]=1[OH:13])([CH3:3])[CH3:2].Br[CH2:15][C:16]([O:18][CH3:19])=[O:17].C(=O)([O-])[O-].[Cs+].[Cs+].O. Given the product [CH:10]([C:6]1[CH:7]=[CH:8][CH:9]=[C:4]([CH:1]([CH3:3])[CH3:2])[C:5]=1[O:13][CH2:15][C:16]([O:18][CH3:19])=[O:17])([CH3:12])[CH3:11], predict the reactants needed to synthesize it. (4) The reactants are: [CH3:1][CH:2]1[CH:6]2[C:7]([NH:9][CH:10]=[C:11]([CH3:12])[CH:5]2[CH2:4][CH2:3]1)=[O:8].[Br:13][C:14]1[CH:19]=[CH:18][C:17]([Bi]([C:17]2[CH:18]=[CH:19][C:14]([Br:13])=[CH:15][CH:16]=2)[C:17]2[CH:18]=[CH:19][C:14]([Br:13])=[CH:15][CH:16]=2)=[CH:16][CH:15]=1.C(N(CC)CC)C. Given the product [Br:13][C:14]1[CH:19]=[CH:18][C:17]([N:9]2[CH:10]=[C:11]([CH3:12])[C@H:5]3[CH2:4][CH2:3][C@H:2]([CH3:1])[C@H:6]3[C:7]2=[O:8])=[CH:16][CH:15]=1, predict the reactants needed to synthesize it. (5) Given the product [CH2:8]([N:5]1[CH2:6][CH2:7][CH:2]([OH:1])[CH2:3][CH2:4]1)[CH2:9][CH2:10][CH3:11], predict the reactants needed to synthesize it. The reactants are: [OH:1][CH:2]1[CH2:7][CH2:6][NH:5][CH2:4][CH2:3]1.[CH:8](=O)[CH2:9][CH2:10][CH3:11].[O-]S([O-])(=O)=O.[Na+].[Na+].C(O[BH-](OC(=O)C)OC(=O)C)(=O)C.[Na+]. (6) Given the product [F:29][C:26]1[CH:27]=[CH:28][C:23]([C:20]2[C:21]3[C:16](=[N:15][N:14]([CH2:13][CH:9]4[CH2:10][CH2:11][CH2:12][NH:8]4)[CH:22]=3)[N:17]=[C:18]([C:36]3[CH:37]=[CH:38][C:39]([F:42])=[CH:40][CH:41]=3)[C:19]=2[C:30]2[CH:31]=[CH:32][N:33]=[CH:34][CH:35]=2)=[CH:24][CH:25]=1, predict the reactants needed to synthesize it. The reactants are: C([N:8]1[CH2:12][CH2:11][CH2:10][CH:9]1[CH2:13][N:14]1[CH:22]=[C:21]2[C:16]([N:17]=[C:18]([C:36]3[CH:41]=[CH:40][C:39]([F:42])=[CH:38][CH:37]=3)[C:19]([C:30]3[CH:35]=[CH:34][N:33]=[CH:32][CH:31]=3)=[C:20]2[C:23]2[CH:28]=[CH:27][C:26]([F:29])=[CH:25][CH:24]=2)=[N:15]1)C1C=CC=CC=1.C(O)=O. (7) Given the product [NH2:22][C:19]1[C:18]([C:25]([NH2:27])=[O:26])=[N:17][N:16]([CH2:15][C:7]2[C:6]([Br:5])=[CH:14][C:10]3[O:11][CH2:12][O:13][C:9]=3[CH:8]=2)[C:20]=1[CH3:21], predict the reactants needed to synthesize it. The reactants are: Cl[Sn]Cl.O.[Br:5][C:6]1[C:7]([CH2:15][N:16]2[C:20]([CH3:21])=[C:19]([N+:22]([O-])=O)[C:18]([C:25]([NH2:27])=[O:26])=[N:17]2)=[CH:8][C:9]2[O:13][CH2:12][O:11][C:10]=2[CH:14]=1.